From a dataset of Reaction yield outcomes from USPTO patents with 853,638 reactions. Predict the reaction yield, written as a fraction of the theoretical maximum amount of product (1.0 means a 100% yield; for example, 0.34 means a 34% yield). (1) The reactants are [NH3:1].Cl[C:3]1[C:8]([CH2:9][C:10]2[CH:15]=[C:14]([Cl:16])[C:13]([O:17][CH3:18])=[CH:12][C:11]=2[CH:19]([CH3:21])[CH3:20])=[CH:7][N:6]=[C:5]([S:22][CH3:23])[N:4]=1. The catalyst is CCO. The product is [Cl:16][C:14]1[C:13]([O:17][CH3:18])=[CH:12][C:11]([CH:19]([CH3:21])[CH3:20])=[C:10]([CH:15]=1)[CH2:9][C:8]1[C:3]([NH2:1])=[N:4][C:5]([S:22][CH3:23])=[N:6][CH:7]=1. The yield is 0.920. (2) The reactants are [C:1]([C:3]1[CH:4]=[C:5]([B:9]([OH:11])[OH:10])[CH:6]=[CH:7][CH:8]=1)#[N:2].[CH2:12](O)[CH2:13][OH:14].CCCCCC. The catalyst is C1COCC1. The product is [B:9]([O:11][CH2:12][CH2:13][OH:14])([OH:10])[C:5]1[CH:6]=[CH:7][CH:8]=[C:3]([C:1]#[N:2])[CH:4]=1. The yield is 1.00.